Dataset: Reaction yield outcomes from USPTO patents with 853,638 reactions. Task: Predict the reaction yield, written as a fraction of the theoretical maximum amount of product (1.0 means a 100% yield; for example, 0.34 means a 34% yield). (1) The reactants are B(Br)(Br)Br.C[O:6][CH:7]1[CH2:12][N:11]2[CH:13]=[CH:14][N:15]=[C:10]2[CH2:9][CH2:8]1.O. The catalyst is ClCCl. The product is [N:15]1[CH:14]=[CH:13][N:11]2[CH2:12][CH:7]([OH:6])[CH2:8][CH2:9][C:10]=12. The yield is 0.800. (2) The reactants are Br[C:2]1[CH:3]=[C:4]([C:12]([NH:14][CH3:15])=[O:13])[CH:5]=[C:6]([C:8]([NH:10][CH3:11])=[O:9])[CH:7]=1.[B:16]1([B:16]2[O:20][C:19]([CH3:22])([CH3:21])[C:18]([CH3:24])([CH3:23])[O:17]2)[O:20][C:19]([CH3:22])([CH3:21])[C:18]([CH3:24])([CH3:23])[O:17]1.C([O-])(=O)C.[K+]. The catalyst is CS(C)=O.C1C=CC(P(C2C=CC=CC=2)[C-]2C=CC=C2)=CC=1.C1C=CC(P(C2C=CC=CC=2)[C-]2C=CC=C2)=CC=1.Cl[Pd]Cl.[Fe+2]. The product is [CH3:11][NH:10][C:8]([C:6]1[CH:7]=[C:2]([B:16]2[O:20][C:19]([CH3:22])([CH3:21])[C:18]([CH3:24])([CH3:23])[O:17]2)[CH:3]=[C:4]([C:12]([NH:14][CH3:15])=[O:13])[CH:5]=1)=[O:9]. The yield is 0.350. (3) The product is [Cl:8][C:6]1[CH:5]=[C:4]([NH:9][CH2:10][C:11]([N:13]2[CH2:18][CH2:17][CH2:16][C@@H:15]([N:19]([C:26]3[C:27]4[CH:34]=[CH:33][NH:32][C:28]=4[N:29]=[CH:30][N:31]=3)[CH2:20][C:21]([N:23]([CH3:24])[CH3:25])=[O:22])[CH2:14]2)=[O:12])[CH:3]=[C:2]([Cl:1])[CH:7]=1. The yield is 0.410. The reactants are [Cl:1][C:2]1[CH:3]=[C:4]([NH:9][CH2:10][C:11]([N:13]2[CH2:18][CH2:17][CH2:16][C@@H:15]([N:19]([C:26]3[C:27]4[CH:34]=[CH:33][N:32](S(C5C=CC(C)=CC=5)(=O)=O)[C:28]=4[N:29]=[CH:30][N:31]=3)[CH2:20][C:21]([N:23]([CH3:25])[CH3:24])=[O:22])[CH2:14]2)=[O:12])[CH:5]=[C:6]([Cl:8])[CH:7]=1.C([O-])([O-])=O.[K+].[K+]. The catalyst is CO. (4) The reactants are [CH3:1][O:2][C:3]1[CH:4]=[CH:5][C:6]2=[C:7]([CH:25]=1)[NH:8][C:9](=[O:24])[C@@H:10]([CH3:23])[NH:11][C:12](=[O:22])[CH2:13][NH:14][C:15](=[O:21])[CH2:16][CH2:17]CC=C2.C[N+]1([O-])CC[O:30]CC1.C[C:35]([OH:38])([CH3:37])[CH3:36].O. The catalyst is O=[Os](=O)(=O)=O. The product is [OH:38][CH:35]1[CH2:37][CH2:17][CH2:16][C:15](=[O:21])[NH:14][CH2:13][C:12](=[O:22])[NH:11][C@H:10]([CH3:23])[C:9](=[O:24])[NH:8][C:7]2[CH:25]=[C:3]([O:2][CH3:1])[CH:4]=[CH:5][C:6]=2[CH:36]1[OH:30]. The yield is 1.00. (5) The reactants are [OH-].[Na+].[CH3:3][C:4]([CH3:9])([CH3:8])[C:5](=[O:7])[CH3:6].[O:10]1[C:14]2[CH:15]=[CH:16][C:17]([CH:19]=O)=[CH:18][C:13]=2[O:12][CH2:11]1.C(OCC)(=O)C. The catalyst is C(O)C. The product is [O:10]1[C:14]2[CH:15]=[CH:16][C:17](/[CH:19]=[CH:6]/[C:5](=[O:7])[C:4]([CH3:9])([CH3:8])[CH3:3])=[CH:18][C:13]=2[O:12][CH2:11]1. The yield is 0.320.